From a dataset of Reaction yield outcomes from USPTO patents with 853,638 reactions. Predict the reaction yield, written as a fraction of the theoretical maximum amount of product (1.0 means a 100% yield; for example, 0.34 means a 34% yield). (1) The reactants are [C:14]1(P([C:14]2[CH:19]=[CH:18][CH:17]=[CH:16][CH:15]=2)[C:14]2[CH:19]=[CH:18][CH:17]=[CH:16][CH:15]=2)[CH:19]=[CH:18][CH:17]=[CH:16][CH:15]=1.[NH:20]=[N+:21]=[N-:22].C[CH2:24][O:25][C:26](/N=N/[C:26]([O:25][CH2:24]C)=[O:27])=[O:27].[C:35]1([CH3:41])[CH:40]=[CH:39][CH:38]=[CH:37][CH:36]=1. The catalyst is CCOC(C)=O. The product is [N:20]([CH:37]1[CH2:38][CH2:39][CH2:40][CH:35]([CH2:41][C:26]([O:25][CH2:24][C:14]2[CH:15]=[CH:16][CH:17]=[CH:18][CH:19]=2)=[O:27])[CH2:36]1)=[N+:21]=[N-:22]. The yield is 0.930. (2) The reactants are [CH3:1][O:2][C:3]1[CH:19]=[CH:18][C:6]([CH2:7][N:8]2[CH2:13][CH2:12][CH2:11][CH:10]([C:14](O)([CH3:16])[CH3:15])[CH2:9]2)=[CH:5][CH:4]=1.[SiH](CC)(CC)CC.C(O)(C(F)(F)F)=O. No catalyst specified. The product is [C:14](=[C:10]1[CH2:11][CH2:12][CH2:13][N:8]([CH2:7][C:6]2[CH:18]=[CH:19][C:3]([O:2][CH3:1])=[CH:4][CH:5]=2)[CH2:9]1)([CH3:16])[CH3:15]. The yield is 0.760. (3) The reactants are FC(F)(F)C(O)=O.[NH2:8][CH2:9][C:10]1[N:15]=[C:14]([C:16]2[S:17][C:18]3[CH:26]=[CH:25][CH:24]=[CH:23][C:19]=3[C:20](=[O:22])[N:21]=2)[CH:13]=[CH:12][CH:11]=1.[P:27](Cl)([O:32][CH2:33][CH3:34])([O:29][CH2:30][CH3:31])=[S:28].C(=O)([O-])[O-].[K+].[K+]. The catalyst is C(#N)C. The product is [O:22]=[C:20]1[C:19]2[CH:23]=[CH:24][CH:25]=[CH:26][C:18]=2[S:17][C:16]([C:14]2[N:15]=[C:10]([CH2:9][NH:8][P:27]([O:32][CH2:33][CH3:34])([O:29][CH2:30][CH3:31])=[S:28])[CH:11]=[CH:12][CH:13]=2)=[N:21]1. The yield is 0.820. (4) The reactants are [N+:1]([O-:4])([O-])=[O:2].[K+].[CH3:6][CH:7]1[C:15]2[C:10](=[CH:11][CH:12]=[CH:13][CH:14]=2)[C:9](=[O:16])[CH2:8]1.C(OCC)(=O)C. The catalyst is S(=O)(=O)(O)O. The product is [CH3:6][CH:7]1[C:15]2[C:10](=[CH:11][C:12]([N+:1]([O-:4])=[O:2])=[CH:13][CH:14]=2)[C:9](=[O:16])[CH2:8]1. The yield is 0.690. (5) The reactants are [Si:1]([O:8][CH2:9][C:10](=[CH2:13])[CH:11]=O)([C:4]([CH3:7])([CH3:6])[CH3:5])([CH3:3])[CH3:2].[NH2:14][CH2:15][C@H:16]([N:19]([O:27][CH2:28][C:29]1[CH:34]=[CH:33][CH:32]=[CH:31][CH:30]=1)[C:20](=[O:26])[O:21][C:22]([CH3:25])([CH3:24])[CH3:23])[CH:17]=[CH2:18].C[Si]([C:39]#[N:40])(C)C.[O-]S([O-])(=O)=O.[Mg+2].C(=O)(O)[O-].[Na+].[C:52](Cl)(=[O:68])[O:53][CH2:54][CH:55]1[C:67]2[CH:66]=[CH:65][CH:64]=[CH:63][C:62]=2[C:61]2[C:56]1=[CH:57][CH:58]=[CH:59][CH:60]=2. The catalyst is C1COCC1. The product is [CH:66]1[C:67]2[CH:55]([CH2:54][O:53][C:52]([N:14]([CH:11]([C:39]#[N:40])[C:10]([CH2:9][O:8][Si:1]([C:4]([CH3:7])([CH3:6])[CH3:5])([CH3:3])[CH3:2])=[CH2:13])[CH2:15][C@H:16]([N:19]([O:27][CH2:28][C:29]3[CH:34]=[CH:33][CH:32]=[CH:31][CH:30]=3)[C:20](=[O:26])[O:21][C:22]([CH3:23])([CH3:24])[CH3:25])[CH:17]=[CH2:18])=[O:68])[C:56]3[C:61](=[CH:60][CH:59]=[CH:58][CH:57]=3)[C:62]=2[CH:63]=[CH:64][CH:65]=1. The yield is 0.232. (6) The reactants are C[O:2][C:3]1[CH:4]=[C:5]2[C:10](=[CH:11][CH:12]=1)[C:9]([O:13][CH2:14][CH2:15][N:16]1[CH2:21][CH2:20][CH2:19][CH2:18][CH2:17]1)=[N:8][CH:7]=[CH:6]2.B(Br)(Br)Br.O.CCOC(C)=O. The catalyst is C(Cl)Cl. The product is [N:16]1([CH2:15][CH2:14][O:13][C:9]2[C:10]3[C:5](=[CH:4][C:3]([OH:2])=[CH:12][CH:11]=3)[CH:6]=[CH:7][N:8]=2)[CH2:21][CH2:20][CH2:19][CH2:18][CH2:17]1. The yield is 0.702. (7) The reactants are C[O:2][C:3](=[O:14])[C:4]1[CH:9]=[CH:8][CH:7]=[C:6]([C:10](=[NH:13])[NH:11][OH:12])[CH:5]=1.C(N(C(C)C)CC)(C)C.[F:24][C:25]1[CH:33]=[CH:32][CH:31]=[CH:30][C:26]=1[C:27](Cl)=O. The catalyst is C1COCC1. The product is [F:24][C:25]1[CH:33]=[CH:32][CH:31]=[CH:30][C:26]=1[C:27]1[O:12][N:11]=[C:10]([C:6]2[CH:5]=[C:4]([CH:9]=[CH:8][CH:7]=2)[C:3]([OH:2])=[O:14])[N:13]=1. The yield is 0.830.